Dataset: Full USPTO retrosynthesis dataset with 1.9M reactions from patents (1976-2016). Task: Predict the reactants needed to synthesize the given product. Given the product [CH3:1][S:2][C:3]1[CH:10]=[CH:9][C:6]([CH2:7][NH:8][C:25]([C:23]2[N:22]=[N:21][N:20]([CH2:19][CH2:18][NH:17][C:15](=[O:16])[C:14]3[CH:28]=[CH:29][C:30]([O:34][CH3:35])=[C:31]([O:32][CH3:33])[C:13]=3[O:12][CH3:11])[CH:24]=2)=[O:26])=[CH:5][CH:4]=1, predict the reactants needed to synthesize it. The reactants are: [CH3:1][S:2][C:3]1[CH:10]=[CH:9][C:6]([CH2:7][NH2:8])=[CH:5][CH:4]=1.[CH3:11][O:12][C:13]1[C:31]([O:32][CH3:33])=[C:30]([O:34][CH3:35])[CH:29]=[CH:28][C:14]=1[C:15]([NH:17][CH2:18][CH2:19][N:20]1[CH:24]=[C:23]([C:25](O)=[O:26])[N:22]=[N:21]1)=[O:16].